The task is: Predict which catalyst facilitates the given reaction.. This data is from Catalyst prediction with 721,799 reactions and 888 catalyst types from USPTO. (1) Reactant: [F:1][C:2]1[CH:7]=[CH:6][CH:5]=[C:4]([OH:8])[C:3]=1[C:9]([CH3:14])([CH3:13])[C:10](=[O:12])[CH3:11].Cl[C:16]1[CH:25]=[N:24][C:23]2[C:18](=[CH:19][CH:20]=[CH:21][C:22]=2[F:26])[N:17]=1.C(=O)([O-])[O-].[K+].[K+]. Product: [F:1][C:2]1[CH:7]=[CH:6][CH:5]=[C:4]([O:8][C:16]2[CH:25]=[N:24][C:23]3[C:18](=[CH:19][CH:20]=[CH:21][C:22]=3[F:26])[N:17]=2)[C:3]=1[C:9]([CH3:14])([CH3:13])[C:10](=[O:12])[CH3:11]. The catalyst class is: 9. (2) Reactant: [CH3:1][C:2]1[C:3]([O:20][CH2:21][C:22]([F:25])([F:24])[F:23])=[CH:4][CH:5]=[N:6][C:7]=1[CH2:8][S+:9]([O-:19])[C:10]1[NH:11][C:12]2[CH:13]=[CH:14][CH:15]=[CH:16][C:17]=2[N:18]=1.Cl[S:27]([C:30]1[CH:31]=[C:32]([CH:48]=[CH:49][CH:50]=1)[C:33]([O:35][CH2:36][CH2:37][S:38]([C:41]1[CH:46]=[CH:45][C:44]([CH3:47])=[CH:43][CH:42]=1)(=[O:40])=[O:39])=[O:34])(=[O:29])=[O:28].C(N(CC)CC)C. Product: [CH3:1][C:2]1[C:7]([CH2:8][S:9]([C:10]2[NH:18][C:17]3[C:16]([S:27]([C:30]4[CH:31]=[C:32]([CH:48]=[CH:49][CH:50]=4)[C:33]([O:35][CH2:36][CH2:37][S:38]([C:41]4[CH:42]=[CH:43][C:44]([CH3:47])=[CH:45][CH:46]=4)(=[O:40])=[O:39])=[O:34])(=[O:28])=[O:29])=[CH:15][CH:14]=[CH:13][C:12]=3[N:11]=2)=[O:19])=[N:6][CH:5]=[CH:4][C:3]=1[O:20][CH2:21][C:22]([F:25])([F:23])[F:24]. The catalyst class is: 4.